Dataset: Reaction yield outcomes from USPTO patents with 853,638 reactions. Task: Predict the reaction yield, written as a fraction of the theoretical maximum amount of product (1.0 means a 100% yield; for example, 0.34 means a 34% yield). The product is [CH2:1]([C:4]1[CH:5]=[N:6][C:7]([N:10]2[CH2:15][CH2:14][CH:13]([O:16][C:17]3[S:18][C:19]4[CH:25]=[C:24]([C:26]5[CH2:27][CH2:28][N:29]([S:40]([CH2:43][CH2:44][CH2:45][C:46]([O:48][CH3:49])=[O:47])(=[O:42])=[O:41])[CH2:30][CH:31]=5)[CH:23]=[CH:22][C:20]=4[N:21]=3)[CH2:12][CH2:11]2)=[N:8][CH:9]=1)[CH2:2][CH3:3]. The catalyst is C(Cl)Cl. The reactants are [CH2:1]([C:4]1[CH:5]=[N:6][C:7]([N:10]2[CH2:15][CH2:14][CH:13]([O:16][C:17]3[S:18][C:19]4[CH:25]=[C:24]([C:26]5[CH2:27][CH2:28][NH:29][CH2:30][CH:31]=5)[CH:23]=[CH:22][C:20]=4[N:21]=3)[CH2:12][CH2:11]2)=[N:8][CH:9]=1)[CH2:2][CH3:3].C(N(CC)CC)C.Cl[S:40]([CH2:43][CH2:44][CH2:45][C:46]([O:48][CH3:49])=[O:47])(=[O:42])=[O:41]. The yield is 0.680.